The task is: Predict the reaction yield, written as a fraction of the theoretical maximum amount of product (1.0 means a 100% yield; for example, 0.34 means a 34% yield).. This data is from Reaction yield outcomes from USPTO patents with 853,638 reactions. (1) The reactants are O[C:2]1[CH:7]=[CH:6][NH:5][C:4](=[O:8])[CH:3]=1.[C:9]1([NH:15]N)[CH:14]=[CH:13][CH:12]=[CH:11][CH:10]=1. The catalyst is C1(OC2C=CC=CC=2)C=CC=CC=1.C1C=CC=CC=1. The product is [C:4]1(=[O:8])[C:3]2[C:14]3[CH:13]=[CH:12][CH:11]=[CH:10][C:9]=3[NH:15][C:2]=2[CH:7]=[CH:6][NH:5]1. The yield is 0.600. (2) The reactants are [Cl:1]C(OC(Cl)C)=O.C([N:15]1[CH2:20][CH2:19][C:18]([F:22])([F:21])[CH2:17][CH2:16]1)C1C=CC=CC=1. The catalyst is C(Cl)Cl. The product is [ClH:1].[F:21][C:18]1([F:22])[CH2:19][CH2:20][NH:15][CH2:16][CH2:17]1. The yield is 0.870. (3) The catalyst is CS(C)=O. The reactants are [CH3:1][N:2]([CH2:4][CH:5]1[CH2:10][CH2:9][N:8]([C:11]2[CH:12]=[C:13]([C:24](O)=[O:25])[C:14]3[C:15]([CH3:23])=[CH:16][N:17]([CH:20]([CH3:22])[CH3:21])[C:18]=3[CH:19]=2)[CH2:7][CH2:6]1)[CH3:3].[NH2:27][CH2:28][C:29]1[C:30](=[O:37])[NH:31][C:32]([CH3:36])=[CH:33][C:34]=1[CH3:35].CN1CCOCC1.ON1C2N=CC=CC=2N=N1.C(Cl)CCl. The product is [CH3:35][C:34]1[CH:33]=[C:32]([CH3:36])[NH:31][C:30](=[O:37])[C:29]=1[CH2:28][NH:27][C:24]([C:13]1[C:14]2[C:15]([CH3:23])=[CH:16][N:17]([CH:20]([CH3:21])[CH3:22])[C:18]=2[CH:19]=[C:11]([N:8]2[CH2:9][CH2:10][CH:5]([CH2:4][N:2]([CH3:1])[CH3:3])[CH2:6][CH2:7]2)[CH:12]=1)=[O:25]. The yield is 0.550. (4) The reactants are [Br:1][C:2]1[CH:3]=[C:4]2[C:8](=[CH:9][CH:10]=1)[NH:7][C:6](=[O:11])[CH2:5]2.[CH3:12][N:13]([CH3:33])[CH2:14][CH2:15][NH:16][C:17]([C:19]1[C:23]([C:24]2[CH:29]=[CH:28][CH:27]=[CH:26][CH:25]=2)=[C:22]([CH:30]=O)[NH:21][C:20]=1[CH3:32])=[O:18]. No catalyst specified. The product is [CH3:12][N:13]([CH3:33])[CH2:14][CH2:15][NH:16][C:17]([C:19]1[C:23]([C:24]2[CH:29]=[CH:28][CH:27]=[CH:26][CH:25]=2)=[C:22]([CH:30]=[C:5]2[C:4]3[C:8](=[CH:9][CH:10]=[C:2]([Br:1])[CH:3]=3)[NH:7][C:6]2=[O:11])[NH:21][C:20]=1[CH3:32])=[O:18]. The yield is 0.550. (5) The reactants are Cl[C:2]1[CH:7]=[C:6]([C:8]2[CH:13]=[CH:12][C:11]([Cl:14])=[C:10]([Cl:15])[CH:9]=2)[N:5]=[C:4]([CH:16]2[CH2:18][CH2:17]2)[N:3]=1.[NH2:19][CH2:20][C@@H:21]([C:23]1[CH:28]=[CH:27][CH:26]=[CH:25][CH:24]=1)[OH:22].C([O-])(O)=O.[Na+].O1CCOCC1. The catalyst is O. The product is [CH:16]1([C:4]2[N:3]=[C:2]([NH:19][CH2:20][C@@H:21]([C:23]3[CH:28]=[CH:27][CH:26]=[CH:25][CH:24]=3)[OH:22])[CH:7]=[C:6]([C:8]3[CH:13]=[CH:12][C:11]([Cl:14])=[C:10]([Cl:15])[CH:9]=3)[N:5]=2)[CH2:18][CH2:17]1. The yield is 0.820. (6) The reactants are [Cl:1][C:2]1[CH:7]=[CH:6][CH:5]=[C:4]([Cl:8])[C:3]=1Br.[CH3:10][O:11][C:12]1[CH:17]=[CH:16][CH:15]=[CH:14][C:13]=1B(O)O.C(=O)([O-])[O-].[K+].[K+]. The catalyst is CC1C=CC=CC=1[P](C1C=CC=CC=1C)([Pd](Cl)(Cl)[P](C1=C(C)C=CC=C1)(C1C=CC=CC=1C)C1C=CC=CC=1C)C1C=CC=CC=1C. The product is [CH3:10][O:11][C:12]1[C:13]([C:3]2[C:2]([Cl:1])=[CH:7][CH:6]=[CH:5][C:4]=2[Cl:8])=[CH:14][CH:15]=[CH:16][CH:17]=1. The yield is 0.770. (7) The catalyst is C1COCC1.CS(C)=O.CO. The reactants are [CH3:1][CH:2]1[CH2:10][C:9]2[C:4](=[CH:5][C:6]([C:12]([CH3:15])([CH3:14])[CH3:13])=[CH:7][C:8]=2[Br:11])[C:3]1=[O:16].[BH4-].[Na+].[OH-].[K+].[CH3:21]I. The yield is 0.970. The product is [CH3:21][O:16][CH:3]1[C:4]2[C:9](=[C:8]([Br:11])[CH:7]=[C:6]([C:12]([CH3:15])([CH3:14])[CH3:13])[CH:5]=2)[CH2:10][CH:2]1[CH3:1]. (8) The catalyst is C1(C)C=CC=CC=1.C(Cl)(Cl)Cl. The reactants are [OH-].[Na+].[CH3:3][C:4]1[CH:5]=[C:6]([C:11]2[N:15]([NH2:16])[C:14]([CH3:18])([CH3:17])[O:13][N:12]=2)[CH:7]=[C:8]([CH3:10])[CH:9]=1.[CH2:19]([C:21]1[C:29]([O:30][CH3:31])=[CH:28][CH:27]=[CH:26][C:22]=1[C:23](Cl)=[O:24])[CH3:20].O. The yield is 0.290. The product is [CH3:3][C:4]1[CH:5]=[C:6]([C:11]2[N:15]([NH:16][C:23](=[O:24])[C:22]3[CH:26]=[CH:27][CH:28]=[C:29]([O:30][CH3:31])[C:21]=3[CH2:19][CH3:20])[C:14]([CH3:18])([CH3:17])[O:13][N:12]=2)[CH:7]=[C:8]([CH3:10])[CH:9]=1. (9) The reactants are [C:1]([CH2:3][C:4]([OH:6])=[O:5])#[N:2].[CH2:7](O)[CH2:8][CH2:9][CH2:10][CH2:11][CH2:12][CH2:13][CH2:14][CH2:15][CH3:16].CS(O)(=O)=O. No catalyst specified. The product is [CH2:7]([O:5][C:4](=[O:6])[CH2:3][C:1]#[N:2])[CH2:8][CH2:9][CH2:10][CH2:11][CH2:12][CH2:13][CH2:14][CH2:15][CH3:16]. The yield is 1.00. (10) The reactants are Br[C:2]1[CH:3]=[C:4]([Cl:31])[CH:5]=[C:6]2[C:11]=1[N:10]=[CH:9][N:8]([CH2:12][CH2:13][CH2:14][N:15]1[CH2:20][CH:19]=[C:18]([C:21]3[C:29]4[C:24](=[CH:25][CH:26]=[CH:27][CH:28]=4)[NH:23][CH:22]=3)[CH2:17][CH2:16]1)[C:7]2=[O:30].[N].[H][H]. The catalyst is C(O)C.[Pd]. The product is [Cl:31][C:4]1[CH:5]=[C:6]2[C:11](=[CH:2][CH:3]=1)[N:10]=[CH:9][N:8]([CH2:12][CH2:13][CH2:14][N:15]1[CH2:16][CH:17]=[C:18]([C:21]3[C:29]4[C:24](=[CH:25][CH:26]=[CH:27][CH:28]=4)[NH:23][CH:22]=3)[CH2:19][CH2:20]1)[C:7]2=[O:30]. The yield is 0.370.